This data is from Peptide-MHC class I binding affinity with 185,985 pairs from IEDB/IMGT. The task is: Regression. Given a peptide amino acid sequence and an MHC pseudo amino acid sequence, predict their binding affinity value. This is MHC class I binding data. The peptide sequence is GSYGEYQSY. The MHC is HLA-B15:01 with pseudo-sequence HLA-B15:01. The binding affinity (normalized) is 0.873.